From a dataset of Forward reaction prediction with 1.9M reactions from USPTO patents (1976-2016). Predict the product of the given reaction. (1) Given the reactants [CH3:1][C:2]1[N:3]=[C:4]([NH:7][C:8]([C:10]2[C:15]([NH:16][C:17]3[CH:18]=NC=[CH:21][CH:22]=3)=[CH:14][CH:13]=[C:12]([CH3:23])[N:11]=2)=[O:9])[S:5][CH:6]=1.BrC1C=C[N:28]=[C:27]([Cl:31])C=1, predict the reaction product. The product is: [CH3:1][C:2]1[N:3]=[C:4]([NH:7][C:8]([C:10]2[C:15]([NH:16][C:17]3[CH:22]=[CH:21][N:28]=[C:27]([Cl:31])[CH:18]=3)=[CH:14][CH:13]=[C:12]([CH3:23])[N:11]=2)=[O:9])[S:5][CH:6]=1. (2) Given the reactants [NH2-].[Na+].CS[C:5](=[S:14])[O:6][CH2:7][C:8]1[CH:13]=[CH:12][CH:11]=[CH:10][CH:9]=1.[CH3:15][CH:16]([CH3:20])[C:17](=[O:19])[CH3:18].Cl, predict the reaction product. The product is: [CH2:7]([O:6][C:5](=[S:14])[CH2:18][C:17](=[O:19])[CH:16]([CH3:20])[CH3:15])[C:8]1[CH:9]=[CH:10][CH:11]=[CH:12][CH:13]=1. (3) Given the reactants [O:1]1[C:5]([C:6]2[CH:30]=[CH:29][C:9]([CH2:10][N:11]3[C:27](=[O:28])[N:14]4[N:15]=[CH:16][C:17]([C:20]5[CH:25]=[CH:24][C:23]([Cl:26])=[CH:22][CH:21]=5)=[C:18](Cl)[C:13]4=[N:12]3)=[CH:8][CH:7]=2)=[CH:4][CH:3]=[N:2]1.[C:31]1(B(O)O)[CH:36]=[CH:35][CH:34]=[CH:33][CH:32]=1.C([O-])([O-])=O.[Na+].[Na+], predict the reaction product. The product is: [O:1]1[C:5]([C:6]2[CH:30]=[CH:29][C:9]([CH2:10][N:11]3[C:27](=[O:28])[N:14]4[N:15]=[CH:16][C:17]([C:20]5[CH:21]=[CH:22][C:23]([Cl:26])=[CH:24][CH:25]=5)=[C:18]([C:31]5[CH:36]=[CH:35][CH:34]=[CH:33][CH:32]=5)[C:13]4=[N:12]3)=[CH:8][CH:7]=2)=[CH:4][CH:3]=[N:2]1. (4) Given the reactants C(O[C:6]([N:8]1[CH2:12][C:11](=[N:13][O:14][CH3:15])[CH2:10][C@H:9]1[C:16]([OH:18])=O)=[O:7])(C)(C)C.[C:19](Cl)(=O)[CH:20]=C.[CH2:24]([NH2:27])[CH:25]=[CH2:26], predict the reaction product. The product is: [C:6]([N:8]1[CH2:12][C:11](=[N:13][O:14][CH3:15])[CH2:10][C@H:9]1[C:16]([NH:27][CH2:24][CH:25]=[CH2:26])=[O:18])(=[O:7])[CH:19]=[CH2:20]. (5) Given the reactants [N+:1]([C:4]1[CH:5]=[N:6][CH:7]=[CH:8][C:9]=1[N:10]1[CH2:19][CH2:18][C:17]2[C:12](=[CH:13][CH:14]=[CH:15][CH:16]=2)[CH2:11]1)([O-])=O.[CH3:20][C:21]([Mg]Br)=[CH:22][CH3:23].[Cl-].[NH4+], predict the reaction product. The product is: [CH3:20][C:21]1[NH:1][C:4]2[C:5](=[N:6][CH:7]=[CH:8][C:9]=2[N:10]2[CH2:19][CH2:18][C:17]3[C:12](=[CH:13][CH:14]=[CH:15][CH:16]=3)[CH2:11]2)[C:22]=1[CH3:23]. (6) Given the reactants [F:1][C:2]1[CH:7]=[CH:6][C:5]([F:8])=[CH:4][C:3]=1[CH:9]=[CH:10][C:11]([NH:13][C@H:14]([C:26]([O:28]C)=[O:27])[CH2:15][C:16]1[C:24]2[C:19](=[CH:20][CH:21]=[CH:22][CH:23]=2)[N:18]([CH3:25])[CH:17]=1)=[O:12].[OH-].[Na+], predict the reaction product. The product is: [F:1][C:2]1[CH:7]=[CH:6][C:5]([F:8])=[CH:4][C:3]=1[CH:9]=[CH:10][C:11]([NH:13][C@H:14]([C:26]([OH:28])=[O:27])[CH2:15][C:16]1[C:24]2[C:19](=[CH:20][CH:21]=[CH:22][CH:23]=2)[N:18]([CH3:25])[CH:17]=1)=[O:12].